Task: Regression. Given a peptide amino acid sequence and an MHC pseudo amino acid sequence, predict their binding affinity value. This is MHC class I binding data.. Dataset: Peptide-MHC class I binding affinity with 185,985 pairs from IEDB/IMGT (1) The peptide sequence is AHAGARVNL. The MHC is HLA-A30:01 with pseudo-sequence HLA-A30:01. The binding affinity (normalized) is 0.213. (2) The binding affinity (normalized) is 0.651. The peptide sequence is KGGTGGWLW. The MHC is HLA-B58:01 with pseudo-sequence HLA-B58:01. (3) The peptide sequence is KEDPGDHIF. The MHC is HLA-B44:02 with pseudo-sequence HLA-B44:02. The binding affinity (normalized) is 0.0847. (4) The peptide sequence is EVTNPAVLR. The MHC is HLA-A68:01 with pseudo-sequence HLA-A68:01. The binding affinity (normalized) is 0.659. (5) The peptide sequence is APPCVIGGV. The MHC is Mamu-A01 with pseudo-sequence Mamu-A01. The binding affinity (normalized) is 0. (6) The peptide sequence is FYNEVASWL. The MHC is H-2-Dd with pseudo-sequence H-2-Dd. The binding affinity (normalized) is 0. (7) The peptide sequence is NPQGERRAF. The MHC is HLA-B39:01 with pseudo-sequence HLA-B39:01. The binding affinity (normalized) is 0.213. (8) The peptide sequence is RTGTRLLGR. The MHC is HLA-B58:01 with pseudo-sequence HLA-B58:01. The binding affinity (normalized) is 0.0847.